Dataset: Peptide-MHC class I binding affinity with 185,985 pairs from IEDB/IMGT. Task: Regression. Given a peptide amino acid sequence and an MHC pseudo amino acid sequence, predict their binding affinity value. This is MHC class I binding data. (1) The peptide sequence is ALRSRWRAL. The MHC is HLA-A03:01 with pseudo-sequence HLA-A03:01. The binding affinity (normalized) is 0.0847. (2) The peptide sequence is YNCKCCWFA. The MHC is HLA-A02:01 with pseudo-sequence HLA-A02:01. The binding affinity (normalized) is 0.0142. (3) The peptide sequence is TLFLHLVGF. The MHC is H-2-Kb with pseudo-sequence H-2-Kb. The binding affinity (normalized) is 0.734. (4) The peptide sequence is VLMLPVWFL. The MHC is HLA-A68:02 with pseudo-sequence HLA-A68:02. The binding affinity (normalized) is 0.234. (5) The peptide sequence is ATCVYNMMGK. The MHC is HLA-A03:01 with pseudo-sequence HLA-A03:01. The binding affinity (normalized) is 0.940. (6) The peptide sequence is NLLDSYFVVK. The MHC is HLA-A33:01 with pseudo-sequence HLA-A33:01. The binding affinity (normalized) is 0.221.